Dataset: Peptide-MHC class I binding affinity with 185,985 pairs from IEDB/IMGT. Task: Regression. Given a peptide amino acid sequence and an MHC pseudo amino acid sequence, predict their binding affinity value. This is MHC class I binding data. The peptide sequence is KLRQGNTLV. The MHC is HLA-A03:01 with pseudo-sequence HLA-A03:01. The binding affinity (normalized) is 0.300.